This data is from Experimentally validated miRNA-target interactions with 360,000+ pairs, plus equal number of negative samples. The task is: Binary Classification. Given a miRNA mature sequence and a target amino acid sequence, predict their likelihood of interaction. The miRNA is hsa-miR-3671 with sequence AUCAAAUAAGGACUAGUCUGCA. The protein sequence of the target gene is MGIKFLEVIKPFCAVLPEIQKPERKIQFREKVLWTAITLFIFLVCCQIPLFGIMSSDSADPFYWMRVILASNRGTLMELGISPIVTSGLIMQLLAGAKIIEVGDTPKDRALFNGAQKLFGMIITIGQAIVYVMTGMYGDPAEMGAGICLLIIIQLFVAGLIVLLLDELLQKGYGLGSGISLFIATNICETIVWKAFSPTTINTGRGTEFEGAVIALFHLLATRTDKVRALREAFYRQNLPNLMNLIATVFVFAVVIYFQGFRVDLPIKSARYRGQYSSYPIKLFYTSNIPIILQSALVSN.... Result: 0 (no interaction).